From a dataset of Forward reaction prediction with 1.9M reactions from USPTO patents (1976-2016). Predict the product of the given reaction. (1) Given the reactants [C:1]([C:3]1[CH:8]=[CH:7][C:6]([N:9]2[CH2:14][CH2:13][CH2:12][C@H:11]([NH:15][C@@H:16]3[CH2:21][CH2:20][CH2:19][CH2:18][C@H:17]3[NH:22]C(=O)CC3C4C(=CC=CC=4)N(C)C=3)[CH2:10]2)=[CH:5][CH:4]=1)#[N:2].[C:36](Cl)(=[O:48])[O:37][CH2:38][C:39]1[CH:44]=[CH:43][C:42]([O:45][CH2:46][CH3:47])=[CH:41][CH:40]=1, predict the reaction product. The product is: [C:1]([C:3]1[CH:8]=[CH:7][C:6]([N:9]2[CH2:14][CH2:13][CH2:12][C@H:11]([NH:15][C@@H:16]3[CH2:21][CH2:20][CH2:19][CH2:18][C@H:17]3[NH:22][C:36](=[O:48])[O:37][CH2:38][C:39]3[CH:44]=[CH:43][C:42]([O:45][CH2:46][CH3:47])=[CH:41][CH:40]=3)[CH2:10]2)=[CH:5][CH:4]=1)#[N:2]. (2) Given the reactants CC1(C)[O:6][C@H:5]([C:7]2[N:11]=[C:10]([NH:12][C:13]3[C:18]([O:19][C:20]4[C:21]([CH3:26])=[N:22][CH:23]=[CH:24][CH:25]=4)=[CH:17][C:16]([S:27][C:28]4[CH:33]=[CH:32][CH:31]=[CH:30][N:29]=4)=[CH:15][N:14]=3)[S:9][N:8]=2)[CH2:4][O:3]1.Cl, predict the reaction product. The product is: [CH3:26][C:21]1[C:20]([O:19][C:18]2[C:13]([NH:12][C:10]3[S:9][N:8]=[C:7]([C@@H:5]([OH:6])[CH2:4][OH:3])[N:11]=3)=[N:14][CH:15]=[C:16]([S:27][C:28]3[CH:33]=[CH:32][CH:31]=[CH:30][N:29]=3)[CH:17]=2)=[CH:25][CH:24]=[CH:23][N:22]=1. (3) Given the reactants C([O:8][C:9]1[CH:24]=[CH:23][C:12]2[CH:13]=[C:14]([C:18]([O:20][CH2:21][CH3:22])=[O:19])[CH2:15][CH2:16][O:17][C:11]=2[CH:10]=1)C1C=CC=CC=1.Br, predict the reaction product. The product is: [OH:8][C:9]1[CH:24]=[CH:23][C:12]2[CH:13]=[C:14]([C:18]([O:20][CH2:21][CH3:22])=[O:19])[CH2:15][CH2:16][O:17][C:11]=2[CH:10]=1. (4) Given the reactants [CH2:1]([S:3]([C:6]1[CH:7]=[C:8]([C:12]2[C:17]3[C:18]4[CH:24]=[C:23]([CH3:25])[CH:22]=[N:21][C:19]=4[NH:20][C:16]=3[C:15]([O:26][CH2:27][CH2:28]CN(C)C)=[N:14][CH:13]=2)[CH:9]=[CH:10][CH:11]=1)(=[O:5])=[O:4])[CH3:2].C(O)C[OH:35], predict the reaction product. The product is: [CH2:1]([S:3]([C:6]1[CH:7]=[C:8]([C:12]2[C:17]3[C:18]4[CH:24]=[C:23]([CH3:25])[CH:22]=[N:21][C:19]=4[NH:20][C:16]=3[C:15]([O:26][CH2:27][CH2:28][OH:35])=[N:14][CH:13]=2)[CH:9]=[CH:10][CH:11]=1)(=[O:4])=[O:5])[CH3:2]. (5) Given the reactants [C:1]([NH:4][CH:5]1[CH2:10][CH2:9][N:8]([C:11]2[C:12]([C:25]3[CH:30]=[CH:29][CH:28]=[CH:27][CH:26]=3)=[N:13][C:14]3[C:19]([N:20]=2)=[CH:18][C:17]([C:21]([O:23]C)=[O:22])=[CH:16][CH:15]=3)[CH2:7][CH2:6]1)(=[O:3])[CH3:2].CO.ClCCl.[OH-].[Na+], predict the reaction product. The product is: [C:1]([NH:4][CH:5]1[CH2:6][CH2:7][N:8]([C:11]2[C:12]([C:25]3[CH:26]=[CH:27][CH:28]=[CH:29][CH:30]=3)=[N:13][C:14]3[C:19]([N:20]=2)=[CH:18][C:17]([C:21]([OH:23])=[O:22])=[CH:16][CH:15]=3)[CH2:9][CH2:10]1)(=[O:3])[CH3:2].